This data is from Reaction yield outcomes from USPTO patents with 853,638 reactions. The task is: Predict the reaction yield, written as a fraction of the theoretical maximum amount of product (1.0 means a 100% yield; for example, 0.34 means a 34% yield). The reactants are [C:1]([O:5][C:6]([N:8]1[C:13]2[CH:14]=[C:15]([Cl:19])[C:16]([OH:18])=[CH:17][C:12]=2[O:11][CH:10]([C:20]([N:22]2[CH2:27][CH2:26][C:25]([C:36]#[N:37])([CH2:28][C:29]3[CH:34]=[CH:33][C:32]([F:35])=[CH:31][CH:30]=3)[CH2:24][CH2:23]2)=[O:21])[CH2:9]1)=[O:7])([CH3:4])([CH3:3])[CH3:2].CC([O-])(C)C.[K+].[CH:44](Cl)([F:46])[F:45]. The catalyst is C1COCC1. The product is [C:1]([O:5][C:6]([N:8]1[C:13]2[CH:14]=[C:15]([Cl:19])[C:16]([O:18][CH:44]([F:46])[F:45])=[CH:17][C:12]=2[O:11][CH:10]([C:20]([N:22]2[CH2:27][CH2:26][C:25]([C:36]#[N:37])([CH2:28][C:29]3[CH:30]=[CH:31][C:32]([F:35])=[CH:33][CH:34]=3)[CH2:24][CH2:23]2)=[O:21])[CH2:9]1)=[O:7])([CH3:4])([CH3:2])[CH3:3]. The yield is 0.368.